From a dataset of Peptide-MHC class I binding affinity with 185,985 pairs from IEDB/IMGT. Regression. Given a peptide amino acid sequence and an MHC pseudo amino acid sequence, predict their binding affinity value. This is MHC class I binding data. The binding affinity (normalized) is 0.693. The peptide sequence is FANTEFTLV. The MHC is HLA-A02:03 with pseudo-sequence HLA-A02:03.